Dataset: Forward reaction prediction with 1.9M reactions from USPTO patents (1976-2016). Task: Predict the product of the given reaction. (1) The product is: [CH:37]1([N:28]2[CH2:29][C:30]([F:35])([F:36])[C:31](=[O:34])[N:32]([CH3:33])[C:26]3[CH:25]=[N:24][C:23]([NH:22][C:19]4[CH:20]=[CH:21][C:16]([C:15]([NH:14][CH:11]5[CH2:10][CH2:9][NH:8][CH2:13][CH2:12]5)=[O:45])=[CH:17][C:18]=4[CH2:43][CH3:44])=[N:42][C:27]2=3)[CH2:41][CH2:40][CH2:39][CH2:38]1. Given the reactants C(OC([N:8]1[CH2:13][CH2:12][CH:11]([NH:14][C:15](=[O:45])[C:16]2[CH:21]=[CH:20][C:19]([NH:22][C:23]3[N:24]=[CH:25][C:26]4[N:32]([CH3:33])[C:31](=[O:34])[C:30]([F:36])([F:35])[CH2:29][N:28]([CH:37]5[CH2:41][CH2:40][CH2:39][CH2:38]5)[C:27]=4[N:42]=3)=[C:18]([CH2:43][CH3:44])[CH:17]=2)[CH2:10][CH2:9]1)=O)(C)(C)C.FC(F)(F)C(O)=O, predict the reaction product. (2) Given the reactants [C:1](O)(=O)/[CH:2]=[CH:3]/C(O)=O.[CH:9]([O:12][C:13]1[CH:18]=[CH:17][CH:16]=[CH:15][C:14]=1[N:19]1[CH2:24][CH2:23][NH:22][CH2:21][CH2:20]1)([CH3:11])[CH3:10].C(Br)C=C.C(N(CC)CC)C, predict the reaction product. The product is: [CH2:3]([N:22]1[CH2:23][CH2:24][N:19]([C:14]2[CH:15]=[CH:16][CH:17]=[CH:18][C:13]=2[O:12][CH:9]([CH3:11])[CH3:10])[CH2:20][CH2:21]1)[CH:2]=[CH2:1]. (3) Given the reactants N(OCCCC)=O.[C:8]([O:16][C@@H:17]1[C@H:21]([O:22][C:23](=[O:30])[C:24]2[CH:29]=[CH:28][CH:27]=[CH:26][CH:25]=2)[C@@H:20]([C:31]([NH:33][CH2:34][CH3:35])=[O:32])[O:19][C@H:18]1[N:36]1[CH:44]=[N:43][C:42]2[C:37]1=[N:38][C:39](N)=[N:40][C:41]=2[Cl:45])(=[O:15])[C:9]1[CH:14]=[CH:13][CH:12]=[CH:11][CH:10]=1.II.[I:49]CI, predict the reaction product. The product is: [C:8]([O:16][C@@H:17]1[C@H:21]([O:22][C:23](=[O:30])[C:24]2[CH:29]=[CH:28][CH:27]=[CH:26][CH:25]=2)[C@@H:20]([C:31]([NH:33][CH2:34][CH3:35])=[O:32])[O:19][C@H:18]1[N:36]1[CH:44]=[N:43][C:42]2[C:37]1=[N:38][C:39]([I:49])=[N:40][C:41]=2[Cl:45])(=[O:15])[C:9]1[CH:14]=[CH:13][CH:12]=[CH:11][CH:10]=1. (4) The product is: [Br:14][CH2:15][CH2:16][CH2:17][O:1][C:2]1[CH:11]=[CH:10][C:5]([C:6]([O:8][CH3:9])=[O:7])=[CH:4][C:3]=1[O:12][CH3:13]. Given the reactants [OH:1][C:2]1[CH:11]=[CH:10][C:5]([C:6]([O:8][CH3:9])=[O:7])=[CH:4][C:3]=1[O:12][CH3:13].[Br:14][CH2:15][CH2:16][CH2:17]Br.C(=O)([O-])[O-].[K+].[K+], predict the reaction product.